Dataset: Full USPTO retrosynthesis dataset with 1.9M reactions from patents (1976-2016). Task: Predict the reactants needed to synthesize the given product. (1) Given the product [C:21]([O:20][C:19]([NH:18][CH2:17][C:16]1[CH:26]=[CH:27][C:13]([NH:12][C:4]2[N:3]=[C:2]([C:55]#[C:54][C:56]3[CH:61]=[CH:60][CH:59]=[CH:58][C:57]=3[CH2:62][C:63]([O:65][CH3:66])=[O:64])[C:7]([C:8]([F:11])([F:10])[F:9])=[CH:6][N:5]=2)=[CH:14][CH:15]=1)=[O:25])([CH3:24])([CH3:23])[CH3:22], predict the reactants needed to synthesize it. The reactants are: Cl[C:2]1[C:7]([C:8]([F:11])([F:10])[F:9])=[CH:6][N:5]=[C:4]([NH:12][C:13]2[CH:27]=[CH:26][C:16]([CH2:17][NH:18][C:19](=[O:25])[O:20][C:21]([CH3:24])([CH3:23])[CH3:22])=[CH:15][CH:14]=2)[N:3]=1.C1C=CC(P(C2C=CC=CC=2)C2C=CC=CC=2)=CC=1.CCN(CC)CC.[C:54]([C:56]1[CH:61]=[CH:60][CH:59]=[CH:58][C:57]=1[CH2:62][C:63]([O:65][CH3:66])=[O:64])#[CH:55]. (2) Given the product [Br:1][C:2]1[CH:3]=[C:4]2[C:5](=[CH:6][CH:7]=1)[NH:8][C:22](=[O:28])[N:16]([CH3:17])[CH:9]2[C:10]1[CH:15]=[CH:14][CH:13]=[CH:12][N:11]=1, predict the reactants needed to synthesize it. The reactants are: [Br:1][C:2]1[CH:7]=[CH:6][C:5]([NH2:8])=[C:4]([CH:9]([NH:16][CH3:17])[C:10]2[CH:15]=[CH:14][CH:13]=[CH:12][N:11]=2)[CH:3]=1.ClC(Cl)(O[C:22](=[O:28])OC(Cl)(Cl)Cl)Cl.O.